Dataset: Reaction yield outcomes from USPTO patents with 853,638 reactions. Task: Predict the reaction yield, written as a fraction of the theoretical maximum amount of product (1.0 means a 100% yield; for example, 0.34 means a 34% yield). (1) The reactants are [N+:1]([C:4]1[CH:5]=[C:6]([C:10]2[C:15]([O:16][CH2:17][CH2:18][CH2:19][CH2:20][CH2:21][CH3:22])=[CH:14][C:13]([C:23]3[CH:28]=[CH:27][CH:26]=[C:25]([N+:29]([O-])=O)[CH:24]=3)=[C:12]([O:32][CH2:33][CH2:34][CH2:35][CH2:36][CH2:37][CH3:38])[CH:11]=2)[CH:7]=[CH:8][CH:9]=1)([O-])=O.[H][H]. The catalyst is C1COCC1.[Pd]. The product is [NH2:29][C:25]1[CH:24]=[C:23]([C:13]2[C:12]([O:32][CH2:33][CH2:34][CH2:35][CH2:36][CH2:37][CH3:38])=[CH:11][C:10]([C:6]3[CH:7]=[CH:8][CH:9]=[C:4]([NH2:1])[CH:5]=3)=[C:15]([O:16][CH2:17][CH2:18][CH2:19][CH2:20][CH2:21][CH3:22])[CH:14]=2)[CH:28]=[CH:27][CH:26]=1. The yield is 0.880. (2) The reactants are [Cl:1][C:2]1[N:7]=[CH:6][C:5]([NH:8][CH3:9])=[C:4]([C:10]2[CH:15]=[CH:14][CH:13]=[CH:12][C:11]=2[Cl:16])[CH:3]=1.C[Si](C)(C)[N-][Si](C)(C)C.[K+].[F:27][C:28]([F:46])([F:45])[C:29]1[CH:30]=[C:31]([C:39]([CH3:44])([CH3:43])[C:40](Cl)=[O:41])[CH:32]=[C:33]([C:35]([F:38])([F:37])[F:36])[CH:34]=1. The catalyst is O1CCCC1. The product is [F:37][C:35]([F:36])([F:38])[C:33]1[CH:32]=[C:31]([C:39]([CH3:44])([CH3:43])[C:40]([N:8]([C:5]2[CH:6]=[N:7][C:2]([Cl:1])=[CH:3][C:4]=2[C:10]2[CH:15]=[CH:14][CH:13]=[CH:12][C:11]=2[Cl:16])[CH3:9])=[O:41])[CH:30]=[C:29]([C:28]([F:27])([F:45])[F:46])[CH:34]=1. The yield is 0.670. (3) The catalyst is C(Cl)Cl. The product is [Cl:30][C:22]1[CH:21]=[C:20]([C@@H:13]([CH2:14][CH:15]2[CH2:19][CH2:18][CH2:17][CH2:16]2)[C:12]([NH:11][C:8]2[CH:9]=[CH:10][N:6]([CH2:5][C:4]3[CH:32]=[CH:33][CH:34]=[C:2]([NH:1][S:44]([CH2:42][CH3:43])(=[O:46])=[O:45])[CH:3]=3)[N:7]=2)=[O:31])[CH:25]=[CH:24][C:23]=1[S:26]([CH3:29])(=[O:28])=[O:27]. The yield is 0.110. The reactants are [NH2:1][C:2]1[CH:3]=[C:4]([CH:32]=[CH:33][CH:34]=1)[CH2:5][N:6]1[CH:10]=[CH:9][C:8]([NH:11][C:12](=[O:31])[C@@H:13]([C:20]2[CH:25]=[CH:24][C:23]([S:26]([CH3:29])(=[O:28])=[O:27])=[C:22]([Cl:30])[CH:21]=2)[CH2:14][CH:15]2[CH2:19][CH2:18][CH2:17][CH2:16]2)=[N:7]1.CN1CCOCC1.[CH2:42]([S:44](Cl)(=[O:46])=[O:45])[CH3:43]. (4) The reactants are C([O:3][C:4]([C:6]1[NH:7][C:8]2[C:13]([CH:14]=1)=[CH:12][C:11]([Cl:15])=[CH:10][C:9]=2[CH2:16][N:17]([CH3:19])[CH3:18])=[O:5])C.O[Li].O.Cl. The catalyst is C1COCC1.CCO.O. The product is [Cl:15][C:11]1[CH:12]=[C:13]2[C:8](=[C:9]([CH2:16][N:17]([CH3:18])[CH3:19])[CH:10]=1)[NH:7][C:6]([C:4]([OH:5])=[O:3])=[CH:14]2. The yield is 0.420. (5) The reactants are Cl.[CH2:2]([N:9]1[CH:17]=[C:16]2[C:11]([CH:12]=[C:13]([C:18]3[CH:19]=[C:20]([CH:28]4[CH2:33][CH2:32][CH2:31][NH:30][CH2:29]4)[N:21]4[C:26]=3[C:25]([NH2:27])=[N:24][CH:23]=[N:22]4)[CH:14]=[CH:15]2)=[N:10]1)[C:3]1[CH:8]=[CH:7][CH:6]=[CH:5][CH:4]=1.[CH3:34][S:35](Cl)(=[O:37])=[O:36].C(N(CC)C(C)C)(C)C. The catalyst is CN(C=O)C. The product is [CH2:2]([N:9]1[CH:17]=[C:16]2[C:11]([CH:12]=[C:13]([C:18]3[CH:19]=[C:20]([CH:28]4[CH2:33][CH2:32][CH2:31][N:30]([S:35]([CH3:34])(=[O:37])=[O:36])[CH2:29]4)[N:21]4[C:26]=3[C:25]([NH2:27])=[N:24][CH:23]=[N:22]4)[CH:14]=[CH:15]2)=[N:10]1)[C:3]1[CH:4]=[CH:5][CH:6]=[CH:7][CH:8]=1. The yield is 0.230.